From a dataset of Full USPTO retrosynthesis dataset with 1.9M reactions from patents (1976-2016). Predict the reactants needed to synthesize the given product. (1) The reactants are: C[N:2](C)/[CH:3]=[CH:4]/[C:5]([C:7]1[C:12](=[O:13])[CH:11]=[CH:10][N:9]([C:14]2[CH:19]=[CH:18][CH:17]=[C:16]([S:20]([CH3:23])(=[O:22])=[O:21])[CH:15]=2)[N:8]=1)=O.[Cl:25][C:26]1[C:27]([CH3:34])=[C:28]([NH:32]N)[CH:29]=[CH:30][CH:31]=1. Given the product [Cl:25][C:26]1[C:27]([CH3:34])=[C:28]([N:32]2[C:5]([C:7]3[C:12](=[O:13])[CH:11]=[CH:10][N:9]([C:14]4[CH:19]=[CH:18][CH:17]=[C:16]([S:20]([CH3:23])(=[O:22])=[O:21])[CH:15]=4)[N:8]=3)=[CH:4][CH:3]=[N:2]2)[CH:29]=[CH:30][CH:31]=1, predict the reactants needed to synthesize it. (2) Given the product [O:20]=[C:19]([N:21]1[CH2:22][CH2:23][N:24]([C:27](=[O:38])[C:28]2[CH:33]=[CH:32][CH:31]=[CH:30][C:29]=2[C:34]([F:37])([F:35])[F:36])[CH2:25][CH2:26]1)[CH2:18][NH:17][C:72]([C:69]1[S:70][CH:71]=[C:67]([C:61]2[CH:62]=[CH:63][CH:64]=[CH:65][CH:66]=2)[CH:68]=1)=[O:73], predict the reactants needed to synthesize it. The reactants are: CCN(C(C)C)C(C)C.OC(C(F)(F)F)=O.[NH2:17][CH2:18][C:19]([N:21]1[CH2:26][CH2:25][N:24]([C:27](=[O:38])[C:28]2[CH:33]=[CH:32][CH:31]=[CH:30][C:29]=2[C:34]([F:37])([F:36])[F:35])[CH2:23][CH2:22]1)=[O:20].C1C=CC2N(O)N=NC=2C=1.CCN=C=NCCCN(C)C.Cl.[C:61]1([C:67]2[CH:68]=[C:69]([C:72](O)=[O:73])[S:70][CH:71]=2)[CH:66]=[CH:65][CH:64]=[CH:63][CH:62]=1. (3) Given the product [CH3:9][O:8][C:6]1[C:5]([N+:10]([O-:12])=[O:11])=[CH:4][N:3]=[C:2]([N:13]2[CH2:17][CH2:16][CH2:15][CH2:14]2)[CH:7]=1, predict the reactants needed to synthesize it. The reactants are: Cl[C:2]1[CH:7]=[C:6]([O:8][CH3:9])[C:5]([N+:10]([O-:12])=[O:11])=[CH:4][N:3]=1.[NH:13]1[CH2:17][CH2:16][CH2:15][CH2:14]1. (4) Given the product [CH3:39][N:40]([CH3:61])[C:41]1[CH:42]=[C:43]([NH:56][S:57]([CH3:60])(=[O:59])=[O:58])[CH:44]=[C:45]([C:2]2[C:10]3[C:9]([NH:11][C@H:12]([C:14]4[N:19]([C:20]5[CH:25]=[CH:24][CH:23]=[CH:22][CH:21]=5)[C:18](=[O:26])[C:17]5=[C:27]([CH3:30])[CH:28]=[CH:29][N:16]5[N:15]=4)[CH3:13])=[N:8][CH:7]=[N:6][C:5]=3[N:4]([CH2:31][O:32][CH2:33][CH2:34][Si:35]([CH3:38])([CH3:37])[CH3:36])[CH:3]=2)[CH:46]=1, predict the reactants needed to synthesize it. The reactants are: Br[C:2]1[C:10]2[C:9]([NH:11][C@H:12]([C:14]3[N:19]([C:20]4[CH:25]=[CH:24][CH:23]=[CH:22][CH:21]=4)[C:18](=[O:26])[C:17]4=[C:27]([CH3:30])[CH:28]=[CH:29][N:16]4[N:15]=3)[CH3:13])=[N:8][CH:7]=[N:6][C:5]=2[N:4]([CH2:31][O:32][CH2:33][CH2:34][Si:35]([CH3:38])([CH3:37])[CH3:36])[CH:3]=1.[CH3:39][N:40]([CH3:61])[C:41]1[CH:42]=[C:43]([NH:56][S:57]([CH3:60])(=[O:59])=[O:58])[CH:44]=[C:45](B2OC(C)(C)C(C)(C)O2)[CH:46]=1.C(=O)([O-])[O-].[Na+].[Na+].C(=O)([O-])[O-].[K+].[K+].